This data is from Reaction yield outcomes from USPTO patents with 853,638 reactions. The task is: Predict the reaction yield, written as a fraction of the theoretical maximum amount of product (1.0 means a 100% yield; for example, 0.34 means a 34% yield). (1) The reactants are [NH2:1][C:2]1[CH:7]=[CH:6][C:5]([O:8][CH3:9])=[CH:4][CH:3]=1.C(O[CH:13]=[C:14]([C:20]([O:22][CH2:23][CH3:24])=[O:21])[C:15]([O:17][CH2:18][CH3:19])=[O:16])C. The catalyst is CCO. The product is [CH2:18]([O:17][C:15](=[O:16])[C:14](=[CH:13][NH:1][C:2]1[CH:7]=[CH:6][C:5]([O:8][CH3:9])=[CH:4][CH:3]=1)[C:20]([O:22][CH2:23][CH3:24])=[O:21])[CH3:19]. The yield is 1.00. (2) The reactants are ClC(Cl)(O[C:5](=[O:11])OC(Cl)(Cl)Cl)Cl.[C:13]([O:17][C:18]([N:20]1[CH2:23][CH:22]([CH2:24][NH:25][C:26]2[N:31]=[C:30]([C:32]3[CH:37]=[CH:36][C:35]([NH2:38])=[CH:34][CH:33]=3)[N:29]=[C:28]([N:39]3[CH2:44][CH2:43][O:42][CH2:41][CH2:40]3)[N:27]=2)[CH2:21]1)=[O:19])([CH3:16])([CH3:15])[CH3:14].[NH2:45][C:46]1[CH:51]=[CH:50][N:49]=[CH:48][CH:47]=1.CCN(CC)CC. The catalyst is C(Cl)Cl. The product is [C:13]([O:17][C:18]([N:20]1[CH2:23][CH:22]([CH2:24][NH:25][C:26]2[N:27]=[C:28]([N:39]3[CH2:44][CH2:43][O:42][CH2:41][CH2:40]3)[N:29]=[C:30]([C:32]3[CH:37]=[CH:36][C:35]([NH:38][C:5]([NH:45][C:46]4[CH:51]=[CH:50][N:49]=[CH:48][CH:47]=4)=[O:11])=[CH:34][CH:33]=3)[N:31]=2)[CH2:21]1)=[O:19])([CH3:16])([CH3:14])[CH3:15]. The yield is 0.160. (3) The catalyst is C(Cl)Cl. The product is [CH3:38][O:22][C:21]([CH2:20][C:17]1[CH:16]=[CH:15][C:14]([CH:11]2[CH2:12][CH2:13][N:8]([C:6]([O:5][C:1]([CH3:4])([CH3:2])[CH3:3])=[O:7])[CH2:9][CH:10]2[O:24][CH2:25][C:26]2[CH:35]=[CH:34][C:33]3[C:28](=[CH:29][CH:30]=[CH:31][CH:32]=3)[CH:27]=2)=[CH:19][CH:18]=1)=[O:23]. The yield is 1.00. The reactants are [C:1]([O:5][C:6]([N:8]1[CH2:13][CH2:12][CH:11]([C:14]2[CH:19]=[CH:18][C:17]([CH2:20][C:21]([OH:23])=[O:22])=[CH:16][CH:15]=2)[CH:10]([O:24][CH2:25][C:26]2[CH:35]=[CH:34][C:33]3[C:28](=[CH:29][CH:30]=[CH:31][CH:32]=3)[CH:27]=2)[CH2:9]1)=[O:7])([CH3:4])([CH3:3])[CH3:2].[N+](=[CH2:38])=[N-]. (4) The reactants are [N:1]1([C:7]2[N:12]=[C:11]([N:13]3[CH:18]4[CH2:19][CH2:20][CH:14]3[CH2:15][O:16][CH2:17]4)[N:10]=[C:9]([C:21]3[CH:27]=[CH:26][C:24]([NH2:25])=[CH:23][CH:22]=3)[N:8]=2)[CH2:6][CH2:5][O:4][CH2:3][CH2:2]1.Cl[C:29](Cl)([O:31]C(=O)OC(Cl)(Cl)Cl)Cl.[CH3:40][CH2:41][N:42]([CH2:45][CH2:46][O:47][C:48]([C:50]1[CH:51]=[CH:52][C:53]([NH2:56])=[CH:54][CH:55]=1)=[O:49])[CH2:43][CH3:44].Cl. No catalyst specified. The product is [N:1]1([C:7]2[N:12]=[C:11]([N:13]3[CH:14]4[CH2:20][CH2:19][CH:18]3[CH2:17][O:16][CH2:15]4)[N:10]=[C:9]([C:21]3[CH:27]=[CH:26][C:24]([NH:25][C:29]([NH:56][C:53]4[CH:54]=[CH:55][C:50]([C:48]([O:47][CH2:46][CH2:45][N:42]([CH2:41][CH3:40])[CH2:43][CH3:44])=[O:49])=[CH:51][CH:52]=4)=[O:31])=[CH:23][CH:22]=3)[N:8]=2)[CH2:2][CH2:3][O:4][CH2:5][CH2:6]1. The yield is 0.330.